Dataset: Catalyst prediction with 721,799 reactions and 888 catalyst types from USPTO. Task: Predict which catalyst facilitates the given reaction. Product: [CH2:38]([N:35]1[CH:36]=[CH:37][C:33]([CH2:32][N:7]2[C:6]3[CH:8]=[C:9]([C:11]4[CH:16]=[CH:15][CH:14]=[CH:13][CH:12]=4)[S:10][C:5]=3[C:4](=[O:17])[N:3]([CH:18]3[CH2:23][CH2:22][N:21]([C:24]([O:26][C:27]([CH3:30])([CH3:29])[CH3:28])=[O:25])[CH2:20][CH2:19]3)[C:2]2=[O:1])=[N:34]1)[CH3:39]. Reactant: [O:1]=[C:2]1[NH:7][C:6]2[CH:8]=[C:9]([C:11]3[CH:16]=[CH:15][CH:14]=[CH:13][CH:12]=3)[S:10][C:5]=2[C:4](=[O:17])[N:3]1[CH:18]1[CH2:23][CH2:22][N:21]([C:24]([O:26][C:27]([CH3:30])([CH3:29])[CH3:28])=[O:25])[CH2:20][CH2:19]1.Cl[CH2:32][C:33]1[CH:37]=[CH:36][N:35]([CH2:38][CH3:39])[N:34]=1.C(=O)([O-])[O-].[K+].[K+]. The catalyst class is: 3.